From a dataset of Reaction yield outcomes from USPTO patents with 853,638 reactions. Predict the reaction yield, written as a fraction of the theoretical maximum amount of product (1.0 means a 100% yield; for example, 0.34 means a 34% yield). (1) The reactants are [Si]([O:8][CH2:9][CH2:10][CH2:11][CH2:12][N:13]([S:37]([CH3:40])(=[O:39])=[O:38])[C:14]1[C:33]([CH:34]2[CH2:36][CH2:35]2)=[CH:32][C:17]2[C:18]([C:28](=[NH:31])[NH:29][OH:30])=[C:19]([C:21]3[CH:26]=[CH:25][C:24]([F:27])=[CH:23][CH:22]=3)[O:20][C:16]=2[CH:15]=1)(C(C)(C)C)(C)C.[F-].C([N+](CCCC)(CCCC)CCCC)CCC. The catalyst is O1CCCC1. The product is [CH:34]1([C:33]2[C:14]([N:13]([CH2:12][CH2:11][CH2:10][CH2:9][OH:8])[S:37]([CH3:40])(=[O:38])=[O:39])=[CH:15][C:16]3[O:20][C:19]([C:21]4[CH:22]=[CH:23][C:24]([F:27])=[CH:25][CH:26]=4)=[C:18]([C:28](=[NH:31])[NH:29][OH:30])[C:17]=3[CH:32]=2)[CH2:35][CH2:36]1. The yield is 0.990. (2) The reactants are C(OC([N:8]1[CH2:13][CH2:12][N:11]([C:14]2[C:15]([Cl:20])=[N:16][CH:17]=[CH:18][CH:19]=2)[CH2:10][CH2:9]1)=O)(C)(C)C.FC(F)(F)C(O)=O. The catalyst is C(Cl)Cl. The product is [Cl:20][C:15]1[C:14]([N:11]2[CH2:10][CH2:9][NH:8][CH2:13][CH2:12]2)=[CH:19][CH:18]=[CH:17][N:16]=1. The yield is 1.10. (3) The catalyst is C1C=CC([P]([Pd]([P](C2C=CC=CC=2)(C2C=CC=CC=2)C2C=CC=CC=2)([P](C2C=CC=CC=2)(C2C=CC=CC=2)C2C=CC=CC=2)[P](C2C=CC=CC=2)(C2C=CC=CC=2)C2C=CC=CC=2)(C2C=CC=CC=2)C2C=CC=CC=2)=CC=1.O. The product is [F:1][C:2]1[CH:7]=[C:6]([F:8])[CH:5]=[CH:4][C:3]=1[C:19]1[CH:24]=[C:23]([CH3:25])[CH:22]=[CH:21][N:20]=1. The yield is 0.700. The reactants are [F:1][C:2]1[CH:7]=[C:6]([F:8])[CH:5]=[CH:4][C:3]=1B(O)O.O1CCOCC1.Br[C:19]1[CH:24]=[C:23]([CH3:25])[CH:22]=[CH:21][N:20]=1. (4) The reactants are C[O:2][C:3]1[CH:23]=[CH:22][C:6]([CH2:7][C:8]2[N:17]3[N:18]=[C:19]([NH2:21])[N:20]=[C:16]3[C:15]3[CH:14]=[CH:13][CH:12]=[CH:11][C:10]=3[N:9]=2)=[CH:5][CH:4]=1.COC1C=C(C=C(OC)C=1)CC1N2N=C(N)N=C2C2C=CC=CC=2N=1. No catalyst specified. The product is [NH2:21][C:19]1[N:20]=[C:16]2[N:17]([C:8]([CH2:7][C:6]3[CH:5]=[CH:4][C:3]([OH:2])=[CH:23][CH:22]=3)=[N:9][C:10]3[CH:11]=[CH:12][CH:13]=[CH:14][C:15]=32)[N:18]=1. The yield is 0.710. (5) The reactants are [CH2:1]([O:8][C:9]1[CH:14]=[CH:13][CH:12]=[C:11]([NH2:15])[C:10]=1[NH2:16])[C:2]1[CH:7]=[CH:6][CH:5]=[CH:4][CH:3]=1.[Na+].C([C:20](CC)([C:24]([C:26]([O-:28])=[O:27])=O)[C:21]([O-:23])=O)C.[Na+].[C:32](O)(=O)[CH3:33]. No catalyst specified. The product is [CH2:32]([O:28][C:26](=[O:27])[CH:24]=[C:20]1[C:21](=[O:23])[NH:15][C:11]2[C:10](=[C:9]([O:8][CH2:1][C:2]3[CH:3]=[CH:4][CH:5]=[CH:6][CH:7]=3)[CH:14]=[CH:13][CH:12]=2)[NH:16]1)[CH3:33]. The yield is 0.200. (6) The reactants are CC(C)(C)C([N:5]([CH2:23][CH:24]1[CH2:28][O:27]C(=O)[O:25]1)[C:6]1[C:11]([CH2:12][CH2:13][C:14](OCCCC)=[O:15])=[CH:10][CH:9]=[C:8]([O:21][CH3:22])[N:7]=1)=O.Cl. The catalyst is CO. The product is [OH:25][CH:24]([CH2:28][OH:27])[CH2:23][N:5]1[C:6]2[C:11](=[CH:10][CH:9]=[C:8]([O:21][CH3:22])[N:7]=2)[CH2:12][CH2:13][C:14]1=[O:15]. The yield is 0.660. (7) The reactants are [O:1]1[CH2:5][CH2:4][C@@H:3]([O:6][C:7]2[CH:14]=[CH:13][C:10]([C:11]#[N:12])=[CH:9][C:8]=2[C:15]([F:18])([F:17])[F:16])[CH2:2]1.[NH2:19][OH:20]. The catalyst is C(O)C. The product is [OH:20][N:19]=[C:11]([NH2:12])[C:10]1[CH:13]=[CH:14][C:7]([O:6][C@@H:3]2[CH2:4][CH2:5][O:1][CH2:2]2)=[C:8]([C:15]([F:18])([F:16])[F:17])[CH:9]=1. The yield is 0.560. (8) The reactants are [CH:1]([C@@H:14]1[CH2:20][C@@H:19]2[C@@H:17]([O:18]2)[CH2:16][O:15]1)([C:8]1[CH:13]=[CH:12][CH:11]=[CH:10][CH:9]=1)[C:2]1[CH:7]=[CH:6][CH:5]=[CH:4][CH:3]=1.CO.O.[N-:24]=[N+:25]=[N-:26].[Na+].[NH4+].[Cl-]. The catalyst is CCOCC. The product is [N:24]([C@@H:17]1[CH2:16][O:15][C@H:14]([CH:1]([C:8]2[CH:13]=[CH:12][CH:11]=[CH:10][CH:9]=2)[C:2]2[CH:7]=[CH:6][CH:5]=[CH:4][CH:3]=2)[CH2:20][C@H:19]1[OH:18])=[N+:25]=[N-:26]. The yield is 0.950. (9) The reactants are [F:1][C:2]1[CH:7]=[CH:6][C:5]([C:8]2[NH:9][C:10]([C:13](F)(F)F)=[CH:11][N:12]=2)=[CH:4][CH:3]=1.[OH-:17].[Na+].[OH2:19]. No catalyst specified. The product is [F:1][C:2]1[CH:7]=[CH:6][C:5]([C:8]2[NH:9][C:10]([C:13]([OH:19])=[O:17])=[CH:11][N:12]=2)=[CH:4][CH:3]=1. The yield is 0.360. (10) The reactants are [NH2:1][C:2]1[CH:27]=[CH:26][C:5]([CH2:6][N:7]2[C:12]([CH3:13])=[CH:11][C:10]([O:14][CH2:15][C:16]3[CH:21]=[CH:20][C:19]([F:22])=[CH:18][C:17]=3[F:23])=[C:9]([Br:24])[C:8]2=[O:25])=[CH:4][CH:3]=1.CN1CCOCC1.[C:35]([O:38][C@@H:39]([CH3:43])[C:40](Cl)=[O:41])(=[O:37])[CH3:36].CN=C=O. The catalyst is ClCCl. The product is [C:35]([O:38][CH:39]([CH3:43])[C:40]([NH:1][C:2]1[CH:3]=[CH:4][C:5]([CH2:6][N:7]2[C:12]([CH3:13])=[CH:11][C:10]([O:14][CH2:15][C:16]3[CH:21]=[CH:20][C:19]([F:22])=[CH:18][C:17]=3[F:23])=[C:9]([Br:24])[C:8]2=[O:25])=[CH:26][CH:27]=1)=[O:41])(=[O:37])[CH3:36]. The yield is 0.990.